This data is from Full USPTO retrosynthesis dataset with 1.9M reactions from patents (1976-2016). The task is: Predict the reactants needed to synthesize the given product. (1) Given the product [CH2:1]([O:2][C:3](=[O:22])[NH:4][C@H:5]([C:10]([NH:12][NH:13][CH2:14][C:15]1[CH:16]=[CH:17][CH:18]=[CH:19][CH:20]=1)=[O:11])[CH:6]([CH3:8])[CH3:9])[C:27]1[CH:26]=[CH:8][CH:6]=[CH:5][CH:10]=1, predict the reactants needed to synthesize it. The reactants are: [CH3:1][O:2][C:3](=[O:22])[NH:4][C@H:5]([C:10]([NH:12][NH:13][CH2:14][C:15]1[CH:20]=[CH:19][CH:18]=[C:17](Br)[CH:16]=1)=[O:11])[C:6]([CH3:9])([CH3:8])C.CCO[CH2:26][CH3:27].C([O-])(O)=O.[Na+]. (2) Given the product [CH:1]1([C:6]2[NH:10][C:9]3[C:11]([C:16]([NH:19][CH2:20][CH:21]4[CH2:26][CH2:25][CH2:24][CH2:23][NH:22]4)=[O:18])=[CH:12][CH:13]=[C:14]([OH:15])[C:8]=3[N:7]=2)[CH2:2][CH2:3][CH2:4][CH2:5]1, predict the reactants needed to synthesize it. The reactants are: [CH:1]1([C:6]2[NH:10][C:9]3[C:11]([C:16]([OH:18])=O)=[CH:12][CH:13]=[C:14]([OH:15])[C:8]=3[N:7]=2)[CH2:5][CH2:4][CH2:3][CH2:2]1.[NH2:19][CH2:20][CH:21]1[CH2:26][CH2:25][CH2:24][CH2:23][N:22]1C(OC(C)(C)C)=O. (3) Given the product [Si:22]([O:15][CH2:14][C:11]1[CH:10]=[C:9]([C:6]2[CH:5]=[CH:4][C:3]([C:2]([F:1])([F:16])[F:17])=[CH:8][CH:7]=2)[O:13][N:12]=1)([C:18]([CH3:21])([CH3:20])[CH3:19])([CH3:24])[CH3:23], predict the reactants needed to synthesize it. The reactants are: [F:1][C:2]([F:17])([F:16])[C:3]1[CH:8]=[CH:7][C:6]([C:9]2[O:13][N:12]=[C:11]([CH2:14][OH:15])[CH:10]=2)=[CH:5][CH:4]=1.[C:18]([Si:22](Cl)([CH3:24])[CH3:23])([CH3:21])([CH3:20])[CH3:19].N1C=CN=C1.C(Cl)Cl. (4) Given the product [CH3:1][C:2]1[CH:7]=[CH:6][C:5]([C:8]2[O:9][C:10]([CH3:13])=[N:11][N:12]=2)=[CH:4][C:3]=1[C:14]1[CH:19]=[CH:18][C:17]([C:20]([NH:28][CH2:27][C:26]2[CH:29]=[CH:30][CH:31]=[C:24]([CH3:23])[CH:25]=2)=[O:21])=[CH:16][CH:15]=1, predict the reactants needed to synthesize it. The reactants are: [CH3:1][C:2]1[CH:7]=[CH:6][C:5]([C:8]2[O:9][C:10]([CH3:13])=[N:11][N:12]=2)=[CH:4][C:3]=1[C:14]1[CH:19]=[CH:18][C:17]([C:20](O)=[O:21])=[CH:16][CH:15]=1.[CH3:23][C:24]1[CH:25]=[C:26]([CH:29]=[CH:30][CH:31]=1)[CH2:27][NH2:28]. (5) Given the product [CH2:8]([C@H:7]([CH2:15][CH:1]([CH3:3])[CH3:2])[OH:6])[C:9]1[CH:14]=[CH:13][CH:12]=[CH:11][CH:10]=1, predict the reactants needed to synthesize it. The reactants are: [CH:1]([Mg]Cl)([CH3:3])[CH3:2].[O:6]1[CH2:15][C@H:7]1[CH2:8][C:9]1[CH:14]=[CH:13][CH:12]=[CH:11][CH:10]=1. (6) The reactants are: [OH:1][C:2]1[CH:7]=[CH:6][C:5]([CH:8]2[CH2:13][CH2:12][C:11](=[O:14])[CH2:10][CH2:9]2)=[CH:4][CH:3]=1.C([O-])([O-])=O.[K+].[K+].I[CH2:22][CH3:23]. Given the product [CH2:22]([O:1][C:2]1[CH:3]=[CH:4][C:5]([CH:8]2[CH2:9][CH2:10][C:11](=[O:14])[CH2:12][CH2:13]2)=[CH:6][CH:7]=1)[CH3:23], predict the reactants needed to synthesize it.